Predict the product of the given reaction. From a dataset of Forward reaction prediction with 1.9M reactions from USPTO patents (1976-2016). (1) The product is: [NH2:1][C:2]1[C:3]2[C:25]([CH3:30])([C:26]([NH:28][C:47]3[CH:48]=[N:49][CH:50]=[CH:51][CH:52]=3)=[O:27])[C:24](=[O:31])[NH:23][C:4]=2[N:5]=[C:6]([C:8]2[C:16]3[C:11](=[N:12][CH:13]=[CH:14][CH:15]=3)[N:10]([CH2:17][CH2:18][C:19]([F:22])([F:20])[F:21])[N:9]=2)[N:7]=1. Given the reactants [NH2:1][C:2]1[C:3]2[C:25]([CH3:30])([C:26]([NH:28]N)=[O:27])[C:24](=[O:31])[NH:23][C:4]=2[N:5]=[C:6]([C:8]2[C:16]3[C:11](=[N:12][CH:13]=[CH:14][CH:15]=3)[N:10]([CH2:17][CH2:18][C:19]([F:22])([F:21])[F:20])[N:9]=2)[N:7]=1.FC(F)(F)C(O)=O.N(OC(C)(C)C)=O.N[C:47]1[CH:48]=[N:49][CH:50]=[CH:51][CH:52]=1, predict the reaction product. (2) Given the reactants [OH:1][CH2:2][CH2:3][C:4]#[C:5][C:6]1[C:15]([O:16][CH3:17])=[CH:14][CH:13]=[CH:12][C:7]=1[C:8]([O:10]C)=[O:9].[OH-].[K+].Cl, predict the reaction product. The product is: [OH:1][CH2:2][CH2:3][C:4]#[C:5][C:6]1[C:15]([O:16][CH3:17])=[CH:14][CH:13]=[CH:12][C:7]=1[C:8]([OH:10])=[O:9]. (3) Given the reactants [CH:1]1([C:7]([OH:9])=O)[CH2:6][CH2:5][CH2:4][CH2:3][CH2:2]1.Cl.[CH3:11][N:12]1[CH2:17][CH2:16][N:15]([C:18]2[CH:23]=[C:22]([C:24]3[CH:33]=[C:32]4[C:27]([CH2:28][CH2:29][NH:30][CH2:31]4)=[CH:26][CH:25]=3)[N:21]=[C:20]([NH2:34])[N:19]=2)[CH2:14][CH2:13]1, predict the reaction product. The product is: [CH:1]1([C:7]([N:30]2[CH2:29][CH2:28][C:27]3[C:32](=[CH:33][C:24]([C:22]4[CH:23]=[C:18]([N:15]5[CH2:14][CH2:13][N:12]([CH3:11])[CH2:17][CH2:16]5)[N:19]=[C:20]([NH2:34])[N:21]=4)=[CH:25][CH:26]=3)[CH2:31]2)=[O:9])[CH2:2][CH2:3][CH2:4][CH2:5][CH2:6]1. (4) The product is: [NH2:19][C:15]1[CH:14]=[C:13]([CH2:12][CH:5]2[CH2:4][CH:9]3[CH2:10][CH2:11][N:6]2[CH2:7][CH2:8]3)[CH:18]=[CH:17][CH:16]=1. Given the reactants Cl.Cl.Cl[CH:4]1[CH:9]2[CH2:10][CH2:11][N:6]([CH2:7][CH2:8]2)[C:5]1=[CH:12][C:13]1[CH:18]=[CH:17][CH:16]=[C:15]([N+:19]([O-])=O)[CH:14]=1.S(Cl)(Cl)=O.[C].[C], predict the reaction product.